This data is from Full USPTO retrosynthesis dataset with 1.9M reactions from patents (1976-2016). The task is: Predict the reactants needed to synthesize the given product. (1) The reactants are: [Cl:1][C:2]1[C:7]2[CH:8]=[N:9][NH:10][C:6]=2[C:5]([O:11][CH3:12])=[CH:4][N:3]=1.ClC1C2C=NN([CH:23]3[CH2:28][CH2:27][CH2:26][CH2:25][O:24]3)C=2C=CN=1. Given the product [Cl:1][C:2]1[C:7]2[CH:8]=[N:9][N:10]([CH:23]3[CH2:28][CH2:27][CH2:26][CH2:25][O:24]3)[C:6]=2[C:5]([O:11][CH3:12])=[CH:4][N:3]=1, predict the reactants needed to synthesize it. (2) Given the product [C:1]([CH2:5][C:6](=[O:12])[CH2:7][C:8]([O:10][CH3:11])=[O:9])#[N:2], predict the reactants needed to synthesize it. The reactants are: [C-:1]#[N:2].[K+].Br[CH2:5][C:6](=[O:12])[CH2:7][C:8]([O:10][CH3:11])=[O:9].Cl. (3) Given the product [CH3:1][O:2][C:3]1[CH:21]=[CH:20][CH:19]=[CH:18][C:4]=1[CH2:5][N:6]1[CH2:7][C:8]2[C:9](=[CH:10][C:11]([N+:14]([O-:16])=[O:15])=[CH:12][CH:13]=2)[N:17]=[C:23]1[NH2:22], predict the reactants needed to synthesize it. The reactants are: [CH3:1][O:2][C:3]1[CH:21]=[CH:20][CH:19]=[CH:18][C:4]=1[CH2:5][NH:6][CH2:7][C:8]1[CH:13]=[CH:12][C:11]([N+:14]([O-:16])=[O:15])=[CH:10][C:9]=1[NH2:17].[N:22]#[C:23]Br. (4) Given the product [Cl:21][C:18]1[CH:19]=[CH:20][C:15]([CH:12]2[CH2:13][CH2:14][N:9]([C:7](=[O:8])[C@H:6]([NH:5][C:3](=[O:4])[CH2:2][N:25]3[CH:29]=[CH:28][CH:27]=[N:26]3)[CH:22]([CH3:24])[CH3:23])[CH2:10][CH2:11]2)=[CH:16][CH:17]=1, predict the reactants needed to synthesize it. The reactants are: Cl[CH2:2][C:3]([NH:5][C@H:6]([CH:22]([CH3:24])[CH3:23])[C:7]([N:9]1[CH2:14][CH2:13][CH:12]([C:15]2[CH:20]=[CH:19][C:18]([Cl:21])=[CH:17][CH:16]=2)[CH2:11][CH2:10]1)=[O:8])=[O:4].[NH:25]1[CH:29]=[CH:28][CH:27]=[N:26]1.C([O-])([O-])=O.[K+].[K+].